Dataset: Peptide-MHC class I binding affinity with 185,985 pairs from IEDB/IMGT. Task: Regression. Given a peptide amino acid sequence and an MHC pseudo amino acid sequence, predict their binding affinity value. This is MHC class I binding data. (1) The binding affinity (normalized) is 0. The MHC is Mamu-B17 with pseudo-sequence Mamu-B17. The peptide sequence is SEAAYAKKI. (2) The peptide sequence is MEVVFPNEVGA. The MHC is HLA-B44:02 with pseudo-sequence HLA-B44:02. The binding affinity (normalized) is 0.208. (3) The peptide sequence is KVYNGIFVDT. The MHC is HLA-A02:01 with pseudo-sequence HLA-A02:01. The binding affinity (normalized) is 0.133. (4) The peptide sequence is KPLVNIVAL. The MHC is HLA-B53:01 with pseudo-sequence HLA-B53:01. The binding affinity (normalized) is 0.00623. (5) The peptide sequence is QELKNSAVSL. The MHC is H-2-Kk with pseudo-sequence H-2-Kk. The binding affinity (normalized) is 0.348. (6) The peptide sequence is FKRRGGIGDM. The MHC is Mamu-A02 with pseudo-sequence Mamu-A02. The binding affinity (normalized) is 0.232. (7) The peptide sequence is LDVLCLSSL. The MHC is HLA-B40:01 with pseudo-sequence HLA-B40:01. The binding affinity (normalized) is 0.194. (8) The peptide sequence is ETKKRMDYF. The MHC is HLA-B40:01 with pseudo-sequence HLA-B40:01. The binding affinity (normalized) is 0.0847. (9) The peptide sequence is FPVKPQVPLR. The MHC is HLA-A02:01 with pseudo-sequence HLA-A02:01. The binding affinity (normalized) is 0. (10) The peptide sequence is LPIFFCLWV. The MHC is H-2-Ld with pseudo-sequence H-2-Ld. The binding affinity (normalized) is 0.237.